Task: Predict the product of the given reaction.. Dataset: Forward reaction prediction with 1.9M reactions from USPTO patents (1976-2016) Given the reactants [N+:1]([C:4]1[CH:5]=[C:6]([N:10]([CH2:18][C:19]2[CH:24]=[CH:23][CH:22]=[C:21]([O:25][C:26]([F:31])([F:30])[CH:27]([F:29])[F:28])[CH:20]=2)[CH2:11][CH:12]([OH:17])[C:13]([F:16])([F:15])[F:14])[CH:7]=[CH:8][CH:9]=1)([O-])=O, predict the reaction product. The product is: [NH2:1][C:4]1[CH:5]=[C:6]([N:10]([CH2:18][C:19]2[CH:24]=[CH:23][CH:22]=[C:21]([O:25][C:26]([F:30])([F:31])[CH:27]([F:28])[F:29])[CH:20]=2)[CH2:11][CH:12]([OH:17])[C:13]([F:16])([F:15])[F:14])[CH:7]=[CH:8][CH:9]=1.